Dataset: Experimentally validated miRNA-target interactions with 360,000+ pairs, plus equal number of negative samples. Task: Binary Classification. Given a miRNA mature sequence and a target amino acid sequence, predict their likelihood of interaction. The miRNA is hsa-miR-548ba with sequence AAAGGUAACUGUGAUUUUUGCU. The protein sequence of the target gene is MTTASTSQVRQNYHQDSEAAINRQINLELYASYVYLSMSYYFDRDDVALKNFAKYFLHQSHEEREHAEKLMKLQNQRGGRIFLQDIKKPDCDDWESGLNAMECALHLEKNVNQSLLELHKLATDKNDPHLCDFIETHYLNEQVKAIKELGDHVTNLRKMGAPESGLAEYLFDKHTLGDSDNES. Result: 1 (interaction).